From a dataset of Catalyst prediction with 721,799 reactions and 888 catalyst types from USPTO. Predict which catalyst facilitates the given reaction. (1) Reactant: [F:1][C:2]([F:13])([F:12])[C:3]1[CH:4]=[C:5](B(O)O)[CH:6]=[CH:7][CH:8]=1.[F-].[K+].F[B-](F)(F)F.C([PH+](C(C)(C)C)C(C)(C)C)(C)(C)C.[CH3:34][O:35][C:36](=[O:45])[C:37]1[CH:42]=[CH:41][C:40]([CH3:43])=[C:39](Br)[CH:38]=1. Product: [CH3:34][O:35][C:36]([C:37]1[CH:38]=[C:39]([C:5]2[CH:6]=[CH:7][CH:8]=[C:3]([C:2]([F:13])([F:12])[F:1])[CH:4]=2)[C:40]([CH3:43])=[CH:41][CH:42]=1)=[O:45]. The catalyst class is: 62. (2) Reactant: N1CCOCC1.[Br:7][C:8]1[CH:16]=[CH:15][C:14]([F:17])=[C:13]2[C:9]=1[CH2:10][CH2:11][C@H:12]2[O:18][C:19]1[CH:31]=[CH:30][C:22]2[C@H:23]([CH2:26][C:27]([OH:29])=[O:28])[CH2:24][O:25][C:21]=2[CH:20]=1.Cl. Product: [Br:7][C:8]1[CH:16]=[CH:15][C:14]([F:17])=[C:13]2[C:9]=1[CH2:10][CH2:11][C@H:12]2[O:18][C:19]1[CH:31]=[CH:30][C:22]2[C@H:23]([CH2:26][C:27]([OH:29])=[O:28])[CH2:24][O:25][C:21]=2[CH:20]=1. The catalyst class is: 88. (3) Reactant: [NH2:1][C:2]1[N:7]=[CH:6][C:5]([C:8]2[N:17]=[C:16]([NH:18][CH2:19][CH:20]([C:27]3[CH:32]=[CH:31][CH:30]=[CH:29][CH:28]=3)[C:21]3[CH:26]=[CH:25][CH:24]=[CH:23][N:22]=3)[C:15]3[C:10](=[CH:11][CH:12]=[CH:13][CH:14]=3)[N:9]=2)=[CH:4][N:3]=1.Cl[CH2:34][CH:35]=O. Product: [N:1]1[CH:34]=[CH:35][N:7]2[CH:6]=[C:5]([C:8]3[N:17]=[C:16]([NH:18][CH2:19][CH:20]([C:27]4[CH:32]=[CH:31][CH:30]=[CH:29][CH:28]=4)[C:21]4[CH:26]=[CH:25][CH:24]=[CH:23][N:22]=4)[C:15]4[C:10](=[CH:11][CH:12]=[CH:13][CH:14]=4)[N:9]=3)[CH:4]=[N:3][C:2]=12. The catalyst class is: 8. (4) Reactant: [NH:1]1[CH2:9][CH2:8][CH:4]([C:5]([OH:7])=[O:6])[CH2:3][CH2:2]1.C(=O)([O-])[O-].[Na+].[Na+].[C:16](O[C:16]([O:18][C:19]([CH3:22])([CH3:21])[CH3:20])=[O:17])([O:18][C:19]([CH3:22])([CH3:21])[CH3:20])=[O:17]. Product: [C:16]([N:1]1[CH2:9][CH2:8][CH:4]([C:5]([OH:7])=[O:6])[CH2:3][CH2:2]1)([O:18][C:19]([CH3:22])([CH3:21])[CH3:20])=[O:17]. The catalyst class is: 127. (5) Reactant: CON(C)[C:4](=[O:15])[C:5]1[CH:10]=[CH:9][C:8]([C:11]([F:14])([F:13])[F:12])=[N:7][CH:6]=1.[Cl:17][C:18]1[CH:19]=[C:20]([Mg]Br)[CH:21]=[CH:22][CH:23]=1. Product: [Cl:17][C:18]1[CH:23]=[C:22]([C:4]([C:5]2[CH:6]=[N:7][C:8]([C:11]([F:14])([F:13])[F:12])=[CH:9][CH:10]=2)=[O:15])[CH:21]=[CH:20][CH:19]=1. The catalyst class is: 1. (6) Reactant: [CH:1]([C:4]1[N:9]=[C:8]([C:10](=[N:12][OH:13])[NH2:11])[CH:7]=[C:6]([C:14]([F:17])([F:16])[F:15])[N:5]=1)([CH3:3])[CH3:2].[C:18](N1C=CN=C1)(N1C=CN=C1)=[O:19].N12CCCN=C1CCCCC2.Cl. Product: [CH:1]([C:4]1[N:9]=[C:8]([C:10]2[NH:12][O:13][C:18](=[O:19])[N:11]=2)[CH:7]=[C:6]([C:14]([F:16])([F:17])[F:15])[N:5]=1)([CH3:3])[CH3:2]. The catalyst class is: 132. (7) Reactant: [CH2:1]([O:3][C:4](=[O:19])[C:5](=[C:10]1[CH:15]=[C:14]([CH3:16])[C:13](=[O:17])[C:12]([CH3:18])=[CH:11]1)[C:6]([F:9])([F:8])[F:7])[CH3:2].[NH2:20][C:21]1[CH:28]=[CH:27][C:24]([C:25]#[N:26])=[CH:23][CH:22]=1.C1(C)C=CC=CC=1.Cl. Product: [CH2:1]([O:3][C:4](=[O:19])[C:5]([NH:20][C:21]1[CH:28]=[CH:27][C:24]([C:25]#[N:26])=[CH:23][CH:22]=1)([C:10]1[CH:15]=[C:14]([CH3:16])[C:13]([OH:17])=[C:12]([CH3:18])[CH:11]=1)[C:6]([F:7])([F:8])[F:9])[CH3:2]. The catalyst class is: 13. (8) Reactant: [C:1]([O:5][C:6]([N:8]1[C:13]([CH3:14])=[CH:12][CH2:11][CH2:10][CH:9]1[CH2:15][CH2:16][CH2:17][CH2:18][CH3:19])=[O:7])([CH3:4])([CH3:3])[CH3:2].C([BH3-])#N.[Na+].C(O)(C(F)(F)F)=O.CCOC(C)=O. Product: [C:6]([N:8]1[C@@H:9]([CH2:15][CH2:16][CH2:17][CH2:18][CH3:19])[CH2:10][CH2:11][CH2:12][C@@H:13]1[CH3:14])([O:5][C:1]([CH3:4])([CH3:3])[CH3:2])=[O:7]. The catalyst class is: 2. (9) Reactant: [C:1]([OH:7])([C:3]([F:6])([F:5])[F:4])=[O:2].C(OC([N:15]1[C@@H:20]([C:21]2[NH:22][CH:23]=[C:24]([C:26]3[CH:27]=[C:28]4[C:33](=[CH:34][CH:35]=3)[CH:32]=[C:31]([C:36]3[CH:37]=[C:38]([C:42]5[N:43]=[C:44]([C@@H:47]6[CH2:52][C@@H:51]7[C@@H:49]([CH2:50]7)[N:48]6C(OC(C)(C)C)=O)[NH:45][CH:46]=5)[CH:39]=[CH:40][CH:41]=3)[CH:30]=[CH:29]4)[N:25]=2)[CH2:19][C@H:18]2[C@@H:16]1[CH2:17]2)=O)(C)(C)C. Product: [C:1]([OH:7])([C:3]([F:6])([F:5])[F:4])=[O:2].[C@H:16]12[CH2:17][C@H:18]1[CH2:19][C@H:20]([C:21]1[NH:22][CH:23]=[C:24]([C:26]3[CH:27]=[C:28]4[C:33](=[CH:34][CH:35]=3)[CH:32]=[C:31]([C:36]3[CH:37]=[C:38]([C:42]5[N:43]=[C:44]([C@@H:47]6[CH2:52][C@@H:51]7[C@@H:49]([CH2:50]7)[NH:48]6)[NH:45][CH:46]=5)[CH:39]=[CH:40][CH:41]=3)[CH:30]=[CH:29]4)[N:25]=1)[NH:15]2. The catalyst class is: 2. (10) Product: [Si:14]([O:4][CH2:3][C:2]([F:7])([F:1])[CH2:5][OH:6])([C:11]([CH3:13])([CH3:12])[CH3:10])([C:21]1[CH:22]=[CH:23][CH:24]=[CH:25][CH:26]=1)[C:15]1[CH:20]=[CH:19][CH:18]=[CH:17][CH:16]=1. The catalyst class is: 1. Reactant: [F:1][C:2]([F:7])([CH2:5][OH:6])[CH2:3][OH:4].[H-].[Na+].[CH3:10][C:11]([Si:14](Cl)([C:21]1[CH:26]=[CH:25][CH:24]=[CH:23][CH:22]=1)[C:15]1[CH:20]=[CH:19][CH:18]=[CH:17][CH:16]=1)([CH3:13])[CH3:12].O.